This data is from Full USPTO retrosynthesis dataset with 1.9M reactions from patents (1976-2016). The task is: Predict the reactants needed to synthesize the given product. (1) Given the product [CH3:18][N:17]1[C:16](=[O:19])[C:15]2[C:10](=[C:11]([CH3:20])[CH:12]=[CH:13][CH:14]=2)[N:9]=[C:8]1[C:5]1[CH:4]=[CH:3][C:2]([O:1][CH2:22][CH2:23][CH2:24][N:34]2[CH2:39][CH2:38][CH2:37][CH2:36][CH2:35]2)=[CH:7][CH:6]=1, predict the reactants needed to synthesize it. The reactants are: [OH:1][C:2]1[CH:7]=[CH:6][C:5]([C:8]2[N:17]([CH3:18])[C:16](=[O:19])[C:15]3[C:10](=[C:11]([CH3:20])[CH:12]=[CH:13][CH:14]=3)[N:9]=2)=[CH:4][CH:3]=1.Cl[CH2:22][CH2:23][CH2:24]Br.C(=O)([O-])[O-].[K+].[K+].[I-].[K+].[NH:34]1[CH2:39][CH2:38][CH2:37][CH2:36][CH2:35]1. (2) Given the product [CH2:15]([N:20]([CH2:2][C:3]([NH:5][C:6]1[C:11]([CH3:12])=[CH:10][C:9]([CH3:13])=[CH:8][C:7]=1[CH3:14])=[O:4])[CH2:21][C:22]1[CH:23]=[CH:24][C:25]([C:28]2[CH:33]=[CH:32][CH:31]=[CH:30][C:29]=2[C:34]2[N:38]([C:39]([C:40]3[CH:41]=[CH:42][CH:43]=[CH:44][CH:45]=3)([C:52]3[CH:53]=[CH:54][CH:55]=[CH:56][CH:57]=3)[C:46]3[CH:47]=[CH:48][CH:49]=[CH:50][CH:51]=3)[N:37]=[N:36][N:35]=2)=[CH:26][CH:27]=1)[CH2:16][CH2:17][CH2:18][CH3:19], predict the reactants needed to synthesize it. The reactants are: Cl[CH2:2][C:3]([NH:5][C:6]1[C:11]([CH3:12])=[CH:10][C:9]([CH3:13])=[CH:8][C:7]=1[CH3:14])=[O:4].[CH2:15]([NH:20][CH2:21][C:22]1[CH:27]=[CH:26][C:25]([C:28]2[CH:33]=[CH:32][CH:31]=[CH:30][C:29]=2[C:34]2[N:38]([C:39]([C:52]3[CH:57]=[CH:56][CH:55]=[CH:54][CH:53]=3)([C:46]3[CH:51]=[CH:50][CH:49]=[CH:48][CH:47]=3)[C:40]3[CH:45]=[CH:44][CH:43]=[CH:42][CH:41]=3)[N:37]=[N:36][N:35]=2)=[CH:24][CH:23]=1)[CH2:16][CH2:17][CH2:18][CH3:19].[I-].[K+].C(N(CC)CC)C. (3) Given the product [CH2:20]([C:13]1([CH3:21])[CH2:14][NH:15][C:16]([CH3:18])([CH3:19])[CH2:17][N:12]1[CH2:11][C:9]1[CH:8]=[C:7]([C:22]2[CH:23]=[CH:24][C:25]([OH:28])=[CH:26][CH:27]=2)[N:6]=[C:5]2[NH:4][N:3]=[C:2]([CH3:1])[C:10]=12)[CH3:29], predict the reactants needed to synthesize it. The reactants are: [CH3:1][C:2]1[C:10]2[C:5](=[N:6][C:7]([C:22]3[CH:27]=[CH:26][C:25]([OH:28])=[CH:24][CH:23]=3)=[CH:8][C:9]=2[CH2:11][N:12]2[CH2:17][C:16]([CH3:19])([CH3:18])[NH:15][CH2:14][C:13]2([CH3:21])[CH3:20])[NH:4][N:3]=1.[CH3:29]C1C2C(C(O)=O)=CC(C3C=CC(OC4CCCCO4)=CC=3)=NC=2N(C2CCCCO2)N=1.C(N1CC(CC)(C)NCC1(C)C)C1C=CC=CC=1. (4) Given the product [CH3:2][O:3][C:4](=[O:14])[C@@H:5]([CH2:7][C:8]1[CH:13]=[CH:12][CH:11]=[CH:10][CH:9]=1)[NH:6][C:31]([C@H:28]1[CH2:29][CH2:30][C@H:25]([CH:22]([CH3:24])[CH3:23])[CH2:26][CH2:27]1)=[O:32], predict the reactants needed to synthesize it. The reactants are: Cl.[CH3:2][O:3][C:4](=[O:14])[C@@H:5]([CH2:7][C:8]1[CH:13]=[CH:12][CH:11]=[CH:10][CH:9]=1)[NH2:6].C(N(CC)CC)C.[CH:22]([C@H:25]1[CH2:30][CH2:29][C@H:28]([C:31](O)=[O:32])[CH2:27][CH2:26]1)([CH3:24])[CH3:23]. (5) Given the product [Cl:14][C:8]1[CH:7]=[C:6]2[C:11]([C:12](=[O:13])[C:3]([CH2:2][NH:1][C:33]([C:31]3[N:30]=[N:29][N:28]([CH2:21][C:22]4[CH:27]=[CH:26][CH:25]=[CH:24][CH:23]=4)[CH:32]=3)=[O:34])=[CH:4][N:5]2[C:15]2[CH:16]=[CH:17][CH:18]=[CH:19][CH:20]=2)=[CH:10][CH:9]=1, predict the reactants needed to synthesize it. The reactants are: [NH2:1][CH2:2][C:3]1[C:12](=[O:13])[C:11]2[C:6](=[CH:7][C:8]([Cl:14])=[CH:9][CH:10]=2)[N:5]([C:15]2[CH:20]=[CH:19][CH:18]=[CH:17][CH:16]=2)[CH:4]=1.[CH2:21]([N:28]1[CH:32]=[C:31]([C:33](O)=[O:34])[N:30]=[N:29]1)[C:22]1[CH:27]=[CH:26][CH:25]=[CH:24][CH:23]=1. (6) Given the product [N:21]1[CH:26]=[CH:25][CH:24]=[C:23]([CH2:27][CH2:28][CH2:29][O:30][C:2]2[N:7]=[C:6]([C:8]3[CH:20]=[CH:19][C:11]4[N:12]=[C:13]([NH:15][C:16](=[O:18])[CH3:17])[S:14][C:10]=4[CH:9]=3)[CH:5]=[CH:4][N:3]=2)[CH:22]=1, predict the reactants needed to synthesize it. The reactants are: Cl[C:2]1[N:7]=[C:6]([C:8]2[CH:20]=[CH:19][C:11]3[N:12]=[C:13]([NH:15][C:16](=[O:18])[CH3:17])[S:14][C:10]=3[CH:9]=2)[CH:5]=[CH:4][N:3]=1.[N:21]1[CH:26]=[CH:25][CH:24]=[C:23]([CH2:27][CH2:28][CH2:29][OH:30])[CH:22]=1. (7) Given the product [Br:1][C:2]1[CH:3]=[CH:4][C:5]2[O:11][C:10]3[C:12]([F:18])=[CH:13][C:14]([O:16][CH3:17])=[CH:15][C:9]=3[C:8](=[O:24])[C:7](=[O:19])[C:6]=2[CH:20]=1, predict the reactants needed to synthesize it. The reactants are: [Br:1][C:2]1[CH:3]=[CH:4][C:5]2[O:11][C:10]3[C:12]([F:18])=[CH:13][C:14]([O:16][CH3:17])=[CH:15][C:9]=3[CH2:8][C:7](=[O:19])[C:6]=2[CH:20]=1.Br.CS(C)=[O:24]. (8) Given the product [CH3:46][O:47][C:48]1[CH:49]=[C:50]([NH:54][C:32](=[O:33])[CH2:31][N:19]2[CH:20]=[C:21]([C:22]3[CH:27]=[CH:26][N:25]=[C:24]4[NH:28][CH:29]=[CH:30][C:23]=34)[C:17]([C:14]3[CH:15]=[CH:16][C:11]([NH:10][C:8]([NH:7][C:1]4[CH:6]=[CH:5][CH:4]=[CH:3][CH:2]=4)=[O:9])=[CH:12][CH:13]=3)=[N:18]2)[CH:51]=[CH:52][CH:53]=1, predict the reactants needed to synthesize it. The reactants are: [C:1]1([NH:7][C:8]([NH:10][C:11]2[CH:16]=[CH:15][C:14]([C:17]3[C:21]([C:22]4[CH:27]=[CH:26][N:25]=[C:24]5[NH:28][CH:29]=[CH:30][C:23]=45)=[CH:20][N:19]([CH2:31][C:32](O)=[O:33])[N:18]=3)=[CH:13][CH:12]=2)=[O:9])[CH:6]=[CH:5][CH:4]=[CH:3][CH:2]=1.C(N=C=NCCCN(C)C)C.[CH3:46][O:47][C:48]1[CH:53]=[CH:52][CH:51]=[C:50]([NH2:54])[CH:49]=1. (9) Given the product [C:9]([O:8][C:6]([NH:2][CH2:3][CH2:4][Br:5])=[O:7])([CH3:12])([CH3:11])[CH3:10], predict the reactants needed to synthesize it. The reactants are: Br.[NH2:2][CH2:3][CH2:4][Br:5].[C:6](O[C:6]([O:8][C:9]([CH3:12])([CH3:11])[CH3:10])=[O:7])([O:8][C:9]([CH3:12])([CH3:11])[CH3:10])=[O:7].C(OCC)C.C(=O)([O-])O.[Na+]. (10) Given the product [N+:40]([C:31]1[CH:32]=[C:33]([C:36]([F:37])([F:38])[F:39])[CH:34]=[CH:35][C:30]=1[N:11]1[N:10]=[C:9]([C:13]([O:15][CH2:16][CH3:17])=[O:14])[C:8]([O:7][C:6]2[CH:18]=[CH:19][CH:20]=[C:4]([O:3][C:2]([F:1])([F:21])[F:22])[CH:5]=2)=[N:12]1)([O-:42])=[O:41], predict the reactants needed to synthesize it. The reactants are: [F:1][C:2]([F:22])([F:21])[O:3][C:4]1[CH:5]=[C:6]([CH:18]=[CH:19][CH:20]=1)[O:7][C:8]1[C:9]([C:13]([O:15][CH2:16][CH3:17])=[O:14])=[N:10][NH:11][N:12]=1.C(=O)([O-])[O-].[K+].[K+].F[C:30]1[CH:35]=[CH:34][C:33]([C:36]([F:39])([F:38])[F:37])=[CH:32][C:31]=1[N+:40]([O-:42])=[O:41].